This data is from NCI-60 drug combinations with 297,098 pairs across 59 cell lines. The task is: Regression. Given two drug SMILES strings and cell line genomic features, predict the synergy score measuring deviation from expected non-interaction effect. (1) Drug 1: CC12CCC3C(C1CCC2=O)CC(=C)C4=CC(=O)C=CC34C. Drug 2: CC1CCC2CC(C(=CC=CC=CC(CC(C(=O)C(C(C(=CC(C(=O)CC(OC(=O)C3CCCCN3C(=O)C(=O)C1(O2)O)C(C)CC4CCC(C(C4)OC)O)C)C)O)OC)C)C)C)OC. Cell line: MALME-3M. Synergy scores: CSS=52.7, Synergy_ZIP=-0.626, Synergy_Bliss=-0.171, Synergy_Loewe=0.715, Synergy_HSA=1.20. (2) Drug 1: CCC1(CC2CC(C3=C(CCN(C2)C1)C4=CC=CC=C4N3)(C5=C(C=C6C(=C5)C78CCN9C7C(C=CC9)(C(C(C8N6C)(C(=O)OC)O)OC(=O)C)CC)OC)C(=O)OC)O.OS(=O)(=O)O. Drug 2: C1CC(=O)NC(=O)C1N2C(=O)C3=CC=CC=C3C2=O. Cell line: NCI/ADR-RES. Synergy scores: CSS=3.17, Synergy_ZIP=2.01, Synergy_Bliss=-0.314, Synergy_Loewe=1.10, Synergy_HSA=-2.71. (3) Drug 1: C1=NC2=C(N1)C(=S)N=C(N2)N. Drug 2: COCCOC1=C(C=C2C(=C1)C(=NC=N2)NC3=CC=CC(=C3)C#C)OCCOC.Cl. Cell line: HL-60(TB). Synergy scores: CSS=44.2, Synergy_ZIP=-1.80, Synergy_Bliss=-1.70, Synergy_Loewe=-10.5, Synergy_HSA=-0.472. (4) Drug 1: CCC(=C(C1=CC=CC=C1)C2=CC=C(C=C2)OCCN(C)C)C3=CC=CC=C3.C(C(=O)O)C(CC(=O)O)(C(=O)O)O. Drug 2: B(C(CC(C)C)NC(=O)C(CC1=CC=CC=C1)NC(=O)C2=NC=CN=C2)(O)O. Cell line: DU-145. Synergy scores: CSS=63.0, Synergy_ZIP=11.2, Synergy_Bliss=12.0, Synergy_Loewe=-21.0, Synergy_HSA=11.4. (5) Cell line: A549. Drug 1: CNC(=O)C1=NC=CC(=C1)OC2=CC=C(C=C2)NC(=O)NC3=CC(=C(C=C3)Cl)C(F)(F)F. Drug 2: C1=NNC2=C1C(=O)NC=N2. Synergy scores: CSS=-0.253, Synergy_ZIP=0.858, Synergy_Bliss=0.910, Synergy_Loewe=-0.917, Synergy_HSA=-2.18. (6) Drug 2: CC1C(C(CC(O1)OC2CC(CC3=C2C(=C4C(=C3O)C(=O)C5=CC=CC=C5C4=O)O)(C(=O)C)O)N)O. Drug 1: CC1C(C(CC(O1)OC2CC(CC3=C2C(=C4C(=C3O)C(=O)C5=C(C4=O)C(=CC=C5)OC)O)(C(=O)CO)O)N)O.Cl. Cell line: HT29. Synergy scores: CSS=44.7, Synergy_ZIP=0.576, Synergy_Bliss=2.75, Synergy_Loewe=1.89, Synergy_HSA=5.97. (7) Drug 1: C1=NC2=C(N=C(N=C2N1C3C(C(C(O3)CO)O)O)F)N. Drug 2: CC1=C(C=C(C=C1)C(=O)NC2=CC(=CC(=C2)C(F)(F)F)N3C=C(N=C3)C)NC4=NC=CC(=N4)C5=CN=CC=C5. Cell line: OVCAR3. Synergy scores: CSS=-2.44, Synergy_ZIP=0.974, Synergy_Bliss=0.613, Synergy_Loewe=-1.87, Synergy_HSA=-1.41. (8) Drug 1: C1C(C(OC1N2C=NC3=C(N=C(N=C32)Cl)N)CO)O. Drug 2: CC1=C(C(=CC=C1)Cl)NC(=O)C2=CN=C(S2)NC3=CC(=NC(=N3)C)N4CCN(CC4)CCO. Cell line: MDA-MB-231. Synergy scores: CSS=41.4, Synergy_ZIP=-2.46, Synergy_Bliss=-2.36, Synergy_Loewe=-2.39, Synergy_HSA=0.388. (9) Drug 1: C1CCN(CC1)CCOC2=CC=C(C=C2)C(=O)C3=C(SC4=C3C=CC(=C4)O)C5=CC=C(C=C5)O. Drug 2: CC1C(C(CC(O1)OC2CC(OC(C2O)C)OC3=CC4=CC5=C(C(=O)C(C(C5)C(C(=O)C(C(C)O)O)OC)OC6CC(C(C(O6)C)O)OC7CC(C(C(O7)C)O)OC8CC(C(C(O8)C)O)(C)O)C(=C4C(=C3C)O)O)O)O. Cell line: UACC62. Synergy scores: CSS=38.6, Synergy_ZIP=12.6, Synergy_Bliss=12.4, Synergy_Loewe=-5.99, Synergy_HSA=10.8. (10) Drug 1: C1=C(C(=O)NC(=O)N1)F. Drug 2: CC1C(C(=O)NC(C(=O)N2CCCC2C(=O)N(CC(=O)N(C(C(=O)O1)C(C)C)C)C)C(C)C)NC(=O)C3=C4C(=C(C=C3)C)OC5=C(C(=O)C(=C(C5=N4)C(=O)NC6C(OC(=O)C(N(C(=O)CN(C(=O)C7CCCN7C(=O)C(NC6=O)C(C)C)C)C)C(C)C)C)N)C. Cell line: HS 578T. Synergy scores: CSS=42.6, Synergy_ZIP=9.31, Synergy_Bliss=11.7, Synergy_Loewe=11.6, Synergy_HSA=11.6.